This data is from Full USPTO retrosynthesis dataset with 1.9M reactions from patents (1976-2016). The task is: Predict the reactants needed to synthesize the given product. (1) Given the product [OH:21][CH2:20][C:17]1[CH:16]=[CH:15][C:14]([CH:11]2[CH2:12][CH2:13][NH:8][CH2:9][CH:10]2[OH:22])=[CH:19][CH:18]=1, predict the reactants needed to synthesize it. The reactants are: C([N:8]1[CH2:13][CH2:12][CH:11]([C:14]2[CH:19]=[CH:18][C:17]([CH2:20][OH:21])=[CH:16][CH:15]=2)[CH:10]([OH:22])[CH2:9]1)C1C=CC=CC=1. (2) Given the product [Br:12][C:13]1[CH:14]=[C:15]([CH:19]=[C:20]([S:23]([CH3:7])(=[O:25])=[O:24])[C:21]=1[F:22])[C:16]([OH:18])=[O:17], predict the reactants needed to synthesize it. The reactants are: S([O-])([O-])=S.[Na+].[Na+].[C:7](=O)(O)[O-].[Na+].[Br:12][C:13]1[CH:14]=[C:15]([CH:19]=[C:20]([S:23](Cl)(=[O:25])=[O:24])[C:21]=1[F:22])[C:16]([OH:18])=[O:17].ClCC(O)=O.[OH-].[Na+]. (3) Given the product [CH3:35][C:18]1[C:19]2[CH2:25][CH2:24][N:23]([C:26]([O:28][C:29]([CH3:32])([CH3:31])[CH3:30])=[O:27])[CH2:22][CH2:21][C:20]=2[CH:33]=[CH:34][C:17]=1[O:8][S:1]([C:4]([F:7])([F:6])[F:5])(=[O:3])=[O:2], predict the reactants needed to synthesize it. The reactants are: [S:1]([O:8]S(C(F)(F)F)(=O)=O)([C:4]([F:7])([F:6])[F:5])(=[O:3])=[O:2].O[C:17]1[CH:34]=[CH:33][C:20]2[CH2:21][CH2:22][N:23]([C:26]([O:28][C:29]([CH3:32])([CH3:31])[CH3:30])=[O:27])[CH2:24][CH2:25][C:19]=2[C:18]=1[CH3:35].N1C=CC=CC=1. (4) Given the product [Br:15][C:16]1[CH:17]=[C:18]2[C:22](=[CH:23][CH:24]=1)[NH:21][C:20](=[O:25])[C:19]2=[CH:12][C:9]1[NH:8][C:7]([CH3:14])=[C:6]([CH2:5][CH2:4][C:1]([OH:3])=[O:2])[C:10]=1[CH3:11], predict the reactants needed to synthesize it. The reactants are: [C:1]([CH2:4][CH2:5][C:6]1[C:10]([CH3:11])=[C:9]([CH:12]=O)[NH:8][C:7]=1[CH3:14])([OH:3])=[O:2].[Br:15][C:16]1[CH:17]=[C:18]2[C:22](=[CH:23][CH:24]=1)[NH:21][C:20](=[O:25])[CH2:19]2.N1CCCCC1.